Dataset: Cav3 T-type calcium channel HTS with 100,875 compounds. Task: Binary Classification. Given a drug SMILES string, predict its activity (active/inactive) in a high-throughput screening assay against a specified biological target. (1) The compound is S1CCN=C1NC(=O)c1nn(c(=O)cc1)C. The result is 0 (inactive). (2) The compound is S(=O)(=O)(N\C(=N\CCNS(=O)(=O)c1ccccc1)CN1CCOCC1)c1ccc(cc1)C. The result is 0 (inactive). (3) The drug is S1(=O)(=O)CC(NC(=O)CSc2sc3c(n2)cccc3)CC1. The result is 0 (inactive). (4) The molecule is O(C(=O)Cc1[nH]c(/N=C(\Nc2c(cc(cc2)C)C)N)nc(=O)c1)CC. The result is 0 (inactive). (5) The result is 1 (active). The molecule is O=C1/C(=C2\Nc3n(C(C2)c2ccccc2)c2c(n3)cccc2)C=CC=C1.